Task: Predict the reaction yield, written as a fraction of the theoretical maximum amount of product (1.0 means a 100% yield; for example, 0.34 means a 34% yield).. Dataset: Reaction yield outcomes from USPTO patents with 853,638 reactions (1) The reactants are Br[C:2]1[S:3][C:4]([C:7]([O:9][CH2:10][CH3:11])=[O:8])=[CH:5][N:6]=1.[NH:12]1[CH2:17][CH2:16][NH:15][CH2:14][O:13]1.[CH2:18](N(CC)CC)C. The catalyst is CN(C=O)C.CO.C(Cl)Cl. The product is [O:13]=[C:14]1[NH:15][CH2:16][CH2:17][N:12]([C:2]2[S:3][C:4]([C:7]([O:9][CH2:10][CH3:11])=[O:8])=[CH:5][N:6]=2)[CH2:18]1. The yield is 0.750. (2) The reactants are [Cl:1][C:2]1[CH:16]=[CH:15][C:5]([CH2:6][NH:7][C:8](=[O:14])[CH2:9][C:10]([F:13])([F:12])[F:11])=[CH:4][C:3]=1[CH2:17][OH:18]. The catalyst is CC#N.O=[Mn]=O. The product is [Cl:1][C:2]1[CH:16]=[CH:15][C:5]([CH2:6][NH:7][C:8](=[O:14])[CH2:9][C:10]([F:13])([F:12])[F:11])=[CH:4][C:3]=1[CH:17]=[O:18]. The yield is 1.00. (3) The reactants are [F:1][C:2]1[CH:7]=[CH:6][C:5](/[C:8](/[C:11]2[CH:12]=[N:13][C:14]([N:17]3[CH2:22][CH2:21][NH:20][CH2:19][CH2:18]3)=[N:15][CH:16]=2)=[CH:9]\[CH3:10])=[CH:4][CH:3]=1.[H][H]. The catalyst is CO.[Pd]. The product is [F:1][C:2]1[CH:7]=[CH:6][C:5]([CH:8]([C:11]2[CH:12]=[N:13][C:14]([N:17]3[CH2:22][CH2:21][NH:20][CH2:19][CH2:18]3)=[N:15][CH:16]=2)[CH2:9][CH3:10])=[CH:4][CH:3]=1. The yield is 0.530. (4) The reactants are [N:1]1[CH:6]=[CH:5][C:4]([CH:7]=[O:8])=[CH:3][CH:2]=1.[OH-].[K+].[N+:11]([CH2:13][C:14]([N:16]1[CH2:20][CH2:19][CH2:18][CH2:17]1)=[O:15])#[C-:12]. The yield is 0.980. The product is [N:1]1[CH:6]=[CH:5][C:4]([C@@H:7]2[O:8][CH:12]=[N:11][C@H:13]2[C:14]([N:16]2[CH2:20][CH2:19][CH2:18][CH2:17]2)=[O:15])=[CH:3][CH:2]=1. The catalyst is CO. (5) The reactants are [CH3:1][C:2]1([CH3:15])[CH2:7][C:6](=[O:8])[C:5]([C:9]2[N:13]([CH3:14])[N:12]=[CH:11][CH:10]=2)=[CH:4][CH2:3]1.[BH4-].[Na+].[Cl-].[NH4+]. The catalyst is CO. The product is [CH3:1][C:2]1([CH3:15])[CH2:7][C@H:6]([OH:8])[C@@H:5]([C:9]2[N:13]([CH3:14])[N:12]=[CH:11][CH:10]=2)[CH2:4][CH2:3]1. The yield is 0.0680. (6) The reactants are [CH3:1][C:2]1[CH:7]=[CH:6][N:5]=[CH:4][C:3]=1[N:8]1[CH2:12][CH2:11][NH:10][C:9]1=[O:13].Br[C:15]1[CH:16]=[C:17]2[C:22](=[CH:23][CH:24]=1)[N:21]=[C:20]([CH3:25])[CH:19]=[CH:18]2.N[C@@H]1CCCC[C@H]1N.P([O-])([O-])([O-])=O.[K+].[K+].[K+]. The catalyst is [Cu](I)I.O1CCOCC1. The product is [CH3:1][C:2]1[CH:7]=[CH:6][N:5]=[CH:4][C:3]=1[N:8]1[CH2:12][CH2:11][N:10]([C:15]2[CH:16]=[C:17]3[C:22](=[CH:23][CH:24]=2)[N:21]=[C:20]([CH3:25])[CH:19]=[CH:18]3)[C:9]1=[O:13]. The yield is 0.430. (7) The reactants are Cl[C:2](Cl)([O:4]C(=O)OC(Cl)(Cl)Cl)Cl.[F:13][C:14]([F:22])([F:21])[CH:15]([OH:20])[C:16]([F:19])([F:18])[F:17].C(N(CC)C(C)C)(C)C.[N:32]1([C:38]([O:40][C:41]([CH3:44])([CH3:43])[CH3:42])=[O:39])[CH2:37][CH2:36][NH:35][CH2:34][CH2:33]1. The catalyst is ClCCl. The product is [N:32]1([C:38]([O:40][C:41]([CH3:44])([CH3:43])[CH3:42])=[O:39])[CH2:37][CH2:36][N:35]([C:2]([O:20][CH:15]([C:16]([F:19])([F:18])[F:17])[C:14]([F:22])([F:21])[F:13])=[O:4])[CH2:34][CH2:33]1. The yield is 0.330.